From a dataset of Forward reaction prediction with 1.9M reactions from USPTO patents (1976-2016). Predict the product of the given reaction. (1) Given the reactants [Cl:1][C:2]1[CH:11]=[CH:10][C:9]2[C:4](=[C:5](Cl)[C:6]([S:12]([CH3:15])(=[O:14])=[O:13])=[CH:7][N:8]=2)[N:3]=1.[CH3:17][N:18]([CH3:29])[CH2:19][CH2:20][O:21][C:22]1[N:27]=[CH:26][C:25]([NH2:28])=[CH:24][CH:23]=1, predict the reaction product. The product is: [Cl:1][C:2]1[N:3]=[C:4]2[C:9](=[CH:10][CH:11]=1)[N:8]=[CH:7][C:6]([S:12]([CH3:15])(=[O:14])=[O:13])=[C:5]2[NH:28][C:25]1[CH:26]=[N:27][C:22]([O:21][CH2:20][CH2:19][N:18]([CH3:29])[CH3:17])=[CH:23][CH:24]=1. (2) The product is: [CH2:1]([O:3][C:4]([C:6]1[CH:10]=[N:9][N:8]([CH2:17][CH3:18])[C:7]=1[C:11]([F:13])([F:14])[F:12])=[O:5])[CH3:2]. Given the reactants [CH2:1]([O:3][C:4]([C:6]1[C:7]([C:11]([F:14])([F:13])[F:12])=[N:8][NH:9][CH:10]=1)=[O:5])[CH3:2].[OH-].[K+].[CH2:17](I)[CH3:18].C(OC(C1C(C(F)(F)F)=NN(CC)C=1)=O)C, predict the reaction product. (3) Given the reactants [C:1]1([C:7](=O)[CH2:8][CH2:9][CH:10]=[CH2:11])[CH:6]=[CH:5][CH:4]=[CH:3][CH:2]=1.[CH:13]1([Mg]Cl)[CH:17]=[CH:16][CH:15]=[CH:14]1.[Cl-].[NH4+].Cl, predict the reaction product. The product is: [C:1]1([C:7]([CH2:8][CH2:9][CH:10]=[CH2:11])=[C:13]2[CH:17]=[CH:16][CH:15]=[CH:14]2)[CH:6]=[CH:5][CH:4]=[CH:3][CH:2]=1. (4) Given the reactants [F:1][C:2]1[CH:7]=[CH:6][C:5]([C:8]2[C:12]3[C:13](=[O:17])[NH:14][CH2:15][CH2:16][C:11]=3[NH:10][C:9]=2[CH:18]=O)=[CH:4][CH:3]=1.[F:20][C:21]1[CH:22]=[C:23]2[C:27](=[CH:28][C:29]=1[NH:30][CH2:31][C:32]1[CH:37]=[CH:36][C:35]([F:38])=[CH:34][CH:33]=1)[NH:26][C:25](=[O:39])[CH2:24]2, predict the reaction product. The product is: [F:20][C:21]1[CH:22]=[C:23]2[C:27](=[CH:28][C:29]=1[NH:30][CH2:31][C:32]1[CH:37]=[CH:36][C:35]([F:38])=[CH:34][CH:33]=1)[NH:26][C:25](=[O:39])[C:24]2=[CH:18][C:9]1[NH:10][C:11]2[CH2:16][CH2:15][NH:14][C:13](=[O:17])[C:12]=2[C:8]=1[C:5]1[CH:6]=[CH:7][C:2]([F:1])=[CH:3][CH:4]=1.